Dataset: Reaction yield outcomes from USPTO patents with 853,638 reactions. Task: Predict the reaction yield, written as a fraction of the theoretical maximum amount of product (1.0 means a 100% yield; for example, 0.34 means a 34% yield). (1) The reactants are [Cl:1][C:2]1(N)[CH:7]=[CH:6][C:5]([N:8]([C:12]2[CH:17]=[CH:16][CH:15]=[CH:14][C:13]=2[C:18]([F:21])([F:20])[F:19])[C:9](=[O:11])[NH2:10])=[CH:4][CH2:3]1.[C:23]([O:34][CH3:35])(=[O:33])[C:24]1[CH:32]=[CH:31][CH:30]=[C:26](C([O-])=O)[CH:25]=1.C1C=CC2N([OH:45])N=NC=2C=1.O.CN1CCOCC1.CCN=C=NCCCN(C)C.Cl.C[N:67]([CH:69]=[O:70])C. The catalyst is CCOC(C)=O. The product is [Cl:1][C:2]1([C:31]2[CH:30]=[CH:26][CH:25]=[C:24]([C:23]([O:34][CH3:35])=[O:33])[CH:32]=2)[CH:7]=[CH:6][C:5]([N:8]([C:12]2[CH:17]=[CH:16][CH:15]=[CH:14][C:13]=2[C:18]([F:21])([F:20])[F:19])[C:9](=[O:11])[NH2:10])=[C:4]([NH:67][C:69]([OH:70])=[O:45])[CH2:3]1. The yield is 0.430. (2) The reactants are Br[C:2]1[C:7](=[O:8])[N:6]([CH2:9][C:10]2[CH:15]=[CH:14][C:13]([C:16]3[C:17]([C:22]#[N:23])=[CH:18][CH:19]=[CH:20][CH:21]=3)=[CH:12][CH:11]=2)[C:5]([CH2:24][CH2:25][CH3:26])=[N:4][C:3]=1[CH3:27].[C:28]1([OH:34])[CH:33]=[CH:32][CH:31]=[CH:30][CH:29]=1.[OH-].[K+].CS(C)=O. The catalyst is C(OCC)(=O)C. The product is [CH3:27][C:3]1[N:4]=[C:5]([CH2:24][CH2:25][CH3:26])[N:6]([CH2:9][C:10]2[CH:15]=[CH:14][C:13]([C:16]3[C:17]([C:22]#[N:23])=[CH:18][CH:19]=[CH:20][CH:21]=3)=[CH:12][CH:11]=2)[C:7](=[O:8])[C:2]=1[O:34][C:28]1[CH:33]=[CH:32][CH:31]=[CH:30][CH:29]=1. The yield is 0.130.